Dataset: Full USPTO retrosynthesis dataset with 1.9M reactions from patents (1976-2016). Task: Predict the reactants needed to synthesize the given product. (1) Given the product [Cl:24][C:25]1[N:30]=[C:29]([CH2:31][C:15]([C:14]2[CH:19]=[C:20]([O:22][CH3:23])[CH:21]=[C:12]([CH3:11])[CH:13]=2)=[O:17])[CH:28]=[CH:27][N:26]=1, predict the reactants needed to synthesize it. The reactants are: [Li+].C[Si]([N-][Si](C)(C)C)(C)C.[CH3:11][C:12]1[CH:13]=[C:14]([CH:19]=[C:20]([O:22][CH3:23])[CH:21]=1)[C:15]([O:17]C)=O.[Cl:24][C:25]1[N:30]=[C:29]([CH3:31])[CH:28]=[CH:27][N:26]=1. (2) Given the product [Cl:1][C:2]1[CH:18]=[C:17]([N+:19]([O-:21])=[O:20])[CH:16]=[C:15]([CH3:22])[C:3]=1[O:4][C:5]1[CH:6]=[CH:7][C:8]([OH:13])=[C:9]([CH:12]=1)[CH:10]=[O:11], predict the reactants needed to synthesize it. The reactants are: [Cl:1][C:2]1[CH:18]=[C:17]([N+:19]([O-:21])=[O:20])[CH:16]=[C:15]([CH3:22])[C:3]=1[O:4][C:5]1[CH:6]=[CH:7][C:8]([O:13]C)=[C:9]([CH:12]=1)[CH:10]=[O:11].B(Br)(Br)Br.C(OCC)(=O)C.O. (3) Given the product [F:1][C:2]1[CH:11]=[C:10]([F:12])[CH:9]=[C:8]2[C:3]=1[C:4]([NH:20][C:21]1[CH:22]=[N:23][CH:24]=[C:25]([N:27]3[CH2:32][CH2:31][O:30][CH2:29][CH2:28]3)[CH:26]=1)=[C:5]([CH3:19])[C:6]([N:13]1[CH2:14][CH2:15][N:16]([S:37]([CH2:33][CH:34]([CH3:36])[CH3:35])(=[O:39])=[O:38])[CH2:17][CH2:18]1)=[N:7]2, predict the reactants needed to synthesize it. The reactants are: [F:1][C:2]1[CH:11]=[C:10]([F:12])[CH:9]=[C:8]2[C:3]=1[C:4]([NH:20][C:21]1[CH:22]=[N:23][CH:24]=[C:25]([N:27]3[CH2:32][CH2:31][O:30][CH2:29][CH2:28]3)[CH:26]=1)=[C:5]([CH3:19])[C:6]([N:13]1[CH2:18][CH2:17][NH:16][CH2:15][CH2:14]1)=[N:7]2.[CH2:33]([S:37](Cl)(=[O:39])=[O:38])[CH:34]([CH3:36])[CH3:35]. (4) Given the product [CH:1]1([CH2:6][CH:7]([C:11]2[CH:16]=[CH:15][C:14]([C:17]#[C:18][CH2:19][CH:20]([OH:22])[CH3:21])=[CH:13][CH:12]=2)[C:8]([NH:57][C:58]2[S:59][CH:60]=[CH:61][N:62]=2)=[O:10])[CH2:2][CH2:3][CH2:4][CH2:5]1, predict the reactants needed to synthesize it. The reactants are: [CH:1]1([CH2:6][CH:7]([C:11]2[CH:16]=[CH:15][C:14]([C:17]#[C:18][CH2:19][CH:20]([OH:22])[CH3:21])=[CH:13][CH:12]=2)[C:8]([OH:10])=O)[CH2:5][CH2:4][CH2:3][CH2:2]1.F[P-](F)(F)(F)(F)F.N1(O[P+](N(C)C)(N(C)C)N(C)C)C2C=CC=CC=2N=N1.C(N(CC)CC)C.[NH2:57][C:58]1[S:59][CH:60]=[CH:61][N:62]=1. (5) Given the product [CH:41]1[C:16]2[C:28]3=[C:12]4[C:13](=[CH:18][CH:17]=2)[CH:14]=[CH:9][CH:10]=[C:11]4[CH:33]=[CH:35][C:44]3=[CH:43][CH:42]=1, predict the reactants needed to synthesize it. The reactants are: C[C@@H]1O[C@@H](O[C@@H:9]2[C:14]3=C(O)[C:16]4[C:28](=O)C5C(=CC=CC=5OC)C(=O)[C:17]=4[C:18](O)=[C:13]3[CH2:12][C@@:11](O)([C:33]([CH2:35]O)=O)[CH2:10]2)C[C@H](N)[C@@H]1O.Cl.[CH3:41][C@@H:42]1O[C@@H](O[C@@H:42]2[C:41]3C(O)=C4C(=O)C5C=CC=CC=5C(=O)C4=C(O)C=3C[C@@:44](O)(C(C)=O)[CH2:43]2)C[C@H:44](N)[C@@H:43]1O.